This data is from Full USPTO retrosynthesis dataset with 1.9M reactions from patents (1976-2016). The task is: Predict the reactants needed to synthesize the given product. (1) Given the product [CH2:70]([O:73][CH2:74]/[CH:75]=[CH:76]/[C@@H:77]1[O:81][C@@H:80]([CH2:82][CH2:83][C@@H:84]2[O:89][C@H:88]([CH2:90][C@@H:91]3[O:95][C@H:94]([CH2:96][C@@H:97]4[O:101][C:100]([CH3:103])([CH3:102])[N:99]([C:104](=[O:109])[C:105]([CH3:108])([CH3:107])[CH3:106])[CH2:98]4)[C@H:93]([O:110][CH3:111])[C@H:92]3[C@H:112]([S:113]([C:116]3[CH:117]=[CH:118][CH:119]=[CH:120][CH:121]=3)(=[O:114])=[O:115])[CH:51]([OH:52])[CH2:50][C@@H:47]3[O:46][C@@H:26]4[C@H:27]([O:28][Si:29]([C:42]([CH3:43])([CH3:44])[CH3:45])([C:30]5[CH:35]=[CH:34][CH:33]=[CH:32][CH:31]=5)[C:36]5[CH:41]=[CH:40][CH:39]=[CH:38][CH:37]=5)[C@@H:22]5[O:21][C@H:20]([CH2:53][CH:54]([O:57][Si:58]([CH2:61][CH3:62])([CH2:59][CH3:60])[CH2:63][CH3:64])[CH:55]=[CH2:56])[C@H:19]([O:18][Si:1]([C:14]([CH3:16])([CH3:17])[CH3:15])([C:8]6[CH:9]=[CH:10][CH:11]=[CH:12][CH:13]=6)[C:2]6[CH:3]=[CH:4][CH:5]=[CH:6][CH:7]=6)[C@@H:23]5[O:24][C@H:25]4[CH2:49][CH2:48]3)[C:87](=[CH2:122])[C@H:86]([CH3:123])[CH2:85]2)[C:79](=[CH2:124])[CH2:78]1)[CH:71]=[CH2:72], predict the reactants needed to synthesize it. The reactants are: [Si:1]([O:18][C@@H:19]1[C@@H:23]2[O:24][C@H:25]3[CH2:49][CH2:48][C@H:47]([CH2:50][CH:51]=[O:52])[O:46][C@@H:26]3[C@H:27]([O:28][Si:29]([C:42]([CH3:45])([CH3:44])[CH3:43])([C:36]3[CH:41]=[CH:40][CH:39]=[CH:38][CH:37]=3)[C:30]3[CH:35]=[CH:34][CH:33]=[CH:32][CH:31]=3)[C@@H:22]2[O:21][C@@H:20]1[CH2:53][CH:54]([O:57][Si:58]([CH2:63][CH3:64])([CH2:61][CH3:62])[CH2:59][CH3:60])[CH:55]=[CH2:56])([C:14]([CH3:17])([CH3:16])[CH3:15])([C:8]1[CH:13]=[CH:12][CH:11]=[CH:10][CH:9]=1)[C:2]1[CH:7]=[CH:6][CH:5]=[CH:4][CH:3]=1.C([Li])CCC.[CH2:70]([O:73][CH2:74]/[CH:75]=[CH:76]/[C@@H:77]1[O:81][C@@H:80]([CH2:82][CH2:83][C@@H:84]2[O:89][C@H:88]([CH2:90][C@@H:91]3[O:95][C@H:94]([CH2:96][C@@H:97]4[O:101][C:100]([CH3:103])([CH3:102])[N:99]([C:104](=[O:109])[C:105]([CH3:108])([CH3:107])[CH3:106])[CH2:98]4)[C@H:93]([O:110][CH3:111])[C@H:92]3[CH2:112][S:113]([C:116]3[CH:121]=[CH:120][CH:119]=[CH:118][CH:117]=3)(=[O:115])=[O:114])[C:87](=[CH2:122])[C@H:86]([CH3:123])[CH2:85]2)[C:79](=[CH2:124])[CH2:78]1)[CH:71]=[CH2:72].[NH4+].[Cl-]. (2) Given the product [Br:1][C:2]1[CH:3]=[C:4]([OH:10])[CH:5]=[C:6]([OH:8])[CH:7]=1, predict the reactants needed to synthesize it. The reactants are: [Br:1][C:2]1[CH:7]=[C:6]([O:8]C)[CH:5]=[C:4]([O:10]C)[CH:3]=1.B(Br)(Br)Br. (3) Given the product [CH2:5]([C:8]1[CH:13]=[CH:12][CH:11]=[CH:10][C:9]=1[O:14][SiH:1]([CH3:3])[CH3:2])[CH:6]=[CH2:7], predict the reactants needed to synthesize it. The reactants are: [SiH:1](Cl)([CH3:3])[CH3:2].[CH2:5]([C:8]1[CH:13]=[CH:12][CH:11]=[CH:10][C:9]=1[OH:14])[CH:6]=[CH2:7].CCN(CC)CC. (4) The reactants are: [CH3:1][O:2][C:3]1[N:8]=[CH:7][C:6]([CH:9]=O)=[CH:5][CH:4]=1.[C:11]([O:15][C:16]([N:18]1[CH2:23][CH2:22][NH:21][CH2:20][CH2:19]1)=[O:17])([CH3:14])([CH3:13])[CH3:12].C([BH3-])#N.[Na+]. Given the product [CH3:1][O:2][C:3]1[N:8]=[CH:7][C:6]([CH2:9][N:21]2[CH2:20][CH2:19][N:18]([C:16]([O:15][C:11]([CH3:14])([CH3:13])[CH3:12])=[O:17])[CH2:23][CH2:22]2)=[CH:5][CH:4]=1, predict the reactants needed to synthesize it. (5) Given the product [CH3:26][C:23]1[CH:22]=[C:21]([NH:20][C:2]2[CH:9]=[C:8]([NH:10][CH:11]3[CH2:17][CH2:16][CH2:15][CH2:14][NH:13][C:12]3=[O:18])[CH:7]=[CH:6][C:3]=2[C:4]#[N:5])[S:25][N:24]=1, predict the reactants needed to synthesize it. The reactants are: Br[C:2]1[CH:9]=[C:8]([NH:10][CH:11]2[CH2:17][CH2:16][CH2:15][CH2:14][NH:13][C:12]2=[O:18])[CH:7]=[CH:6][C:3]=1[C:4]#[N:5].Cl.[NH2:20][C:21]1[S:25][N:24]=[C:23]([CH3:26])[CH:22]=1.C([O-])([O-])=O.[K+].[K+].C1C=CC(P(C2C(C3C(P(C4C=CC=CC=4)C4C=CC=CC=4)=CC=C4C=3C=CC=C4)=C3C(C=CC=C3)=CC=2)C2C=CC=CC=2)=CC=1. (6) Given the product [Cl:1][C:2]1[C:10]([CH3:11])=[CH:9][CH:8]=[CH:7][C:3]=1[C:4]([O:6][CH2:17][CH3:18])=[O:5], predict the reactants needed to synthesize it. The reactants are: [Cl:1][C:2]1[C:10]([CH3:11])=[CH:9][CH:8]=[CH:7][C:3]=1[C:4]([OH:6])=[O:5].S(=O)(=O)(O)O.[CH2:17](O)[CH3:18]. (7) Given the product [CH3:6][C:7]1[O:8][C:9]([C:13]2[S:17][C:16]([S:18]([N:21]3[CH:25]=[CH:24][CH:23]=[CH:22]3)(=[O:19])=[O:20])=[CH:15][CH:14]=2)=[CH:10][CH:11]=1, predict the reactants needed to synthesize it. The reactants are: [Li]C(C)(C)C.[CH3:6][C:7]1[O:8][CH:9]=[CH:10][CH:11]=1.Br[C:13]1[S:17][C:16]([S:18]([N:21]2[CH:25]=[CH:24][CH:23]=[CH:22]2)(=[O:20])=[O:19])=[CH:15][CH:14]=1.